Dataset: Catalyst prediction with 721,799 reactions and 888 catalyst types from USPTO. Task: Predict which catalyst facilitates the given reaction. (1) Reactant: [I:1][C:2]1[N:6]2[CH:7]=[CH:8][C:9]([C:11]([NH:13][NH2:14])=[O:12])=[CH:10][C:5]2=[N:4][CH:3]=1.[CH2:15](C(CC)(CC)C([O-])([O-])[O-])[CH3:16]. Product: [I:1][C:2]1[N:6]2[CH:7]=[CH:8][C:9]([C:11]3[O:12][C:15]([CH3:16])=[N:14][N:13]=3)=[CH:10][C:5]2=[N:4][CH:3]=1. The catalyst class is: 82. (2) Reactant: [N+:1]([C:4]1[CH:12]=[C:11]2[C:7]([CH:8]=[CH:9][NH:10]2)=[CH:6][CH:5]=1)([O-:3])=[O:2].[C:13]([O-])([O-])=O.[K+].[K+].CI.O. Product: [CH3:13][N:10]1[C:11]2[C:7](=[CH:6][CH:5]=[C:4]([N+:1]([O-:3])=[O:2])[CH:12]=2)[CH:8]=[CH:9]1. The catalyst class is: 3. (3) The catalyst class is: 21. Reactant: [S-:1][C:2]#[N:3].[NH4+].[C:5](Cl)(=[O:12])[C:6]1[CH:11]=[CH:10][CH:9]=[CH:8][CH:7]=1.[Br:14][C:15]1[CH:16]=[C:17]([CH:19]=[C:20]([I:22])[CH:21]=1)[NH2:18].O. Product: [C:5]([NH:3][C:2]([NH:18][C:17]1[CH:19]=[C:20]([I:22])[CH:21]=[C:15]([Br:14])[CH:16]=1)=[S:1])(=[O:12])[C:6]1[CH:11]=[CH:10][CH:9]=[CH:8][CH:7]=1. (4) Reactant: [CH:1]1([CH:7]([N:9]2[C:13]([C:14]3[CH:19]=[C:18]([C:20]([CH3:23])([CH3:22])[CH3:21])[CH:17]=[C:16]([C:24]([CH3:27])([CH3:26])[CH3:25])[CH:15]=3)=[CH:12][C:11]([C:28]([OH:30])=O)=[C:10]2[CH3:31])[CH3:8])[CH2:6][CH2:5][CH2:4][CH2:3][CH2:2]1.CN(C(ON1N=NC2C=CC=NC1=2)=[N+](C)C)C.F[P-](F)(F)(F)(F)F.CCN(C(C)C)C(C)C.[O:65]1[CH2:68][CH:67]([NH2:69])[CH2:66]1. Product: [CH:1]1([CH:7]([N:9]2[C:13]([C:14]3[CH:15]=[C:16]([C:24]([CH3:27])([CH3:25])[CH3:26])[CH:17]=[C:18]([C:20]([CH3:21])([CH3:22])[CH3:23])[CH:19]=3)=[CH:12][C:11]([C:28]([NH:69][CH:67]3[CH2:68][O:65][CH2:66]3)=[O:30])=[C:10]2[CH3:31])[CH3:8])[CH2:2][CH2:3][CH2:4][CH2:5][CH2:6]1. The catalyst class is: 3. (5) Reactant: B(F)(F)F.CSC.[C:8]([C:11]1[CH:12]=[C:13]([C:17]2[CH:22]=[CH:21][C:20]([C:23]3[CH:24]=[N:25][N:26]([CH2:37][C:38]#[N:39])[C:27]=3[C:28]3[CH:33]=[C:32]([CH3:34])[CH:31]=[C:30]([O:35]C)[CH:29]=3)=[CH:19][N:18]=2)[CH:14]=[CH:15][CH:16]=1)(=[O:10])[CH3:9]. Product: [C:8]([C:11]1[CH:12]=[C:13]([C:17]2[CH:22]=[CH:21][C:20]([C:23]3[CH:24]=[N:25][N:26]([CH2:37][C:38]#[N:39])[C:27]=3[C:28]3[CH:33]=[C:32]([CH3:34])[CH:31]=[C:30]([OH:35])[CH:29]=3)=[CH:19][N:18]=2)[CH:14]=[CH:15][CH:16]=1)(=[O:10])[CH3:9]. The catalyst class is: 4. (6) Reactant: CN(S(F)(F)[F:5])C.O[C:9]1([C:17]2[CH:22]=[CH:21][C:20]([N:23]3[CH2:27][C@H:26]([CH2:28][NH:29][C:30](=[O:32])[CH3:31])[O:25][C:24]3=[O:33])=[CH:19][C:18]=2[F:34])[CH:14]=[CH:13][S:12](=[O:16])(=[O:15])[CH2:11][CH2:10]1. Product: [F:34][C:18]1[CH:19]=[C:20]([N:23]2[CH2:27][C@H:26]([CH2:28][NH:29][C:30](=[O:32])[CH3:31])[O:25][C:24]2=[O:33])[CH:21]=[CH:22][C:17]=1[C:9]1([F:5])[CH:14]=[CH:13][S:12](=[O:16])(=[O:15])[CH2:11][CH2:10]1. The catalyst class is: 124.